Predict the reaction yield, written as a fraction of the theoretical maximum amount of product (1.0 means a 100% yield; for example, 0.34 means a 34% yield). From a dataset of Reaction yield outcomes from USPTO patents with 853,638 reactions. (1) The reactants are CN(C)/[CH:3]=[CH:4]/[C:5]([C:7]1[CH:8]=[C:9]2[C:18](=[CH:19][CH:20]=1)[C:17]1[N:13]([CH:14]=[C:15]([C:21]3[N:25]([CH2:26][CH2:27][OH:28])[N:24]=[CH:23][N:22]=3)[N:16]=1)[CH2:12][CH2:11][O:10]2)=O.[NH:30]([CH:32]1[CH2:37][CH2:36][N:35]([CH3:38])[CH2:34][CH2:33]1)[NH2:31]. The catalyst is C(O)(=O)C. The product is [CH3:38][N:35]1[CH2:36][CH2:37][CH:32]([N:30]2[C:5]([C:7]3[CH:20]=[CH:19][C:18]4[C:17]5[N:13]([CH:14]=[C:15]([C:21]6[N:25]([CH2:26][CH2:27][OH:28])[N:24]=[CH:23][N:22]=6)[N:16]=5)[CH2:12][CH2:11][O:10][C:9]=4[CH:8]=3)=[CH:4][CH:3]=[N:31]2)[CH2:33][CH2:34]1. The yield is 0.130. (2) The reactants are [CH2:1]([O:8][N:9]([C:11]1[N:16]=[C:15]([NH:17][CH2:18][CH2:19][CH3:20])[N:14]=[C:13]([NH:21][CH2:22][CH2:23][CH3:24])[N:12]=1)[CH3:10])[C:2]1[CH:7]=[CH:6][CH:5]=[CH:4][CH:3]=1.[OH:25][S:26]([OH:29])(=[O:28])=[O:27]. No catalyst specified. The product is [S:26]([OH:29])([OH:28])(=[O:27])=[O:25].[CH2:1]([O:8][N:9]([C:11]1[N:12]=[C:13]([NH:21][CH2:22][CH2:23][CH3:24])[N:14]=[C:15]([NH:17][CH2:18][CH2:19][CH3:20])[N:16]=1)[CH3:10])[C:2]1[CH:7]=[CH:6][CH:5]=[CH:4][CH:3]=1. The yield is 1.00. (3) The reactants are [Br:1][C:2]1[CH:15]=[CH:14][C:5]2[N:6]=[C:7]([CH:9]3[CH2:12][C:11](=O)[CH2:10]3)[S:8][C:4]=2[CH:3]=1.[CH3:16][C@@H:17]1[CH2:21][CH2:20][CH2:19][NH:18]1.N1C=CC=CC=1.B. The catalyst is ClCCl.C(O)C. The product is [Br:1][C:2]1[CH:15]=[CH:14][C:5]2[N:6]=[C:7]([C@H:9]3[CH2:12][C@@H:11]([N:18]4[CH2:19][CH2:20][CH2:21][C@H:17]4[CH3:16])[CH2:10]3)[S:8][C:4]=2[CH:3]=1. The yield is 0.0900. (4) The reactants are [C:1]([O:5][C:6]([N:8]1[CH2:12][C:11](=[CH2:13])[CH2:10][CH:9]1[C:14]([OH:16])=[O:15])=[O:7])([CH3:4])(C)C.Cl.O1CCOC[CH2:19]1.CCN(C(C)C)C(C)C.C(OC(Cl)=O)[C:34]1[CH:39]=[CH:38]C=[CH:36][CH:35]=1. The catalyst is CO.O. The product is [CH3:19][O:16][C:14]([CH:9]1[CH2:10][C:11](=[CH2:13])[CH2:12][N:8]1[C:6]([O:5][CH2:1][C:4]1[CH:38]=[CH:39][CH:34]=[CH:35][CH:36]=1)=[O:7])=[O:15]. The yield is 0.560.